This data is from Forward reaction prediction with 1.9M reactions from USPTO patents (1976-2016). The task is: Predict the product of the given reaction. (1) Given the reactants [CH3:1][O:2][C:3]([C:5]1[CH:14]=[C:13]([C:15]([O:17][CH3:18])=[O:16])[C:12]2[C:7](=[C:8]([O:27]C)[CH:9]=[C:10]3[CH:21]=[C:20]([C:22]([O:24][CH2:25][CH3:26])=[O:23])[NH:19][C:11]3=2)[N:6]=1)=[O:4].[N+]([O-])([O-])=[O:30].[NH4+].C(#N)C, predict the reaction product. The product is: [CH3:1][O:2][C:3]([C:5]1[CH:14]=[C:13]([C:15]([O:17][CH3:18])=[O:16])[C:12]2[C:11]3[NH:19][C:20]([C:22]([O:24][CH2:25][CH3:26])=[O:23])=[CH:21][C:10]=3[C:9](=[O:30])[C:8](=[O:27])[C:7]=2[N:6]=1)=[O:4]. (2) The product is: [CH:1]1[C:10]2[C:5](=[CH:6][CH:7]=[CH:8][CH:9]=2)[CH:4]=[CH:3][C:2]=1[CH2:11][C:12]([NH:14][C:15]1[N:16]=[CH:17][N:18]2[C:22]([C:23]([F:26])([F:25])[F:24])=[C:21]([CH2:27][C:36]([NH2:33])=[O:55])[S:20][C:19]=12)=[O:13]. Given the reactants [CH:1]1[C:10]2[C:5](=[CH:6][CH:7]=[CH:8][CH:9]=2)[CH:4]=[CH:3][C:2]=1[CH2:11][C:12]([NH:14][C:15]1[N:16]=[CH:17][N:18]2[C:22]([C:23]([F:26])([F:25])[F:24])=[C:21]([C:27](O)=O)[S:20][C:19]=12)=[O:13].C([N:33]([CH:36](C)C)CC)(C)C.F[P-](F)(F)(F)(F)F.N1([O:55][P+](N(C)C)(N(C)C)N(C)C)C2C=CC=CC=2N=N1.N.O1CCOCC1, predict the reaction product. (3) Given the reactants Br[C:2]1[C:3]([CH3:23])=[C:4]([C:7]([NH:9][C:10]2[CH:15]=[C:14]([C:16](=[O:21])[NH:17][CH:18]3[CH2:20][CH2:19]3)[CH:13]=[CH:12][C:11]=2[CH3:22])=[O:8])[S:5][CH:6]=1.[F:24][C:25]1[N:30]=[CH:29][C:28](B(O)O)=[CH:27][CH:26]=1, predict the reaction product. The product is: [CH:18]1([NH:17][C:16]([C:14]2[CH:13]=[CH:12][C:11]([CH3:22])=[C:10]([NH:9][C:7]([C:4]3[S:5][CH:6]=[C:2]([C:28]4[CH:29]=[N:30][C:25]([F:24])=[CH:26][CH:27]=4)[C:3]=3[CH3:23])=[O:8])[CH:15]=2)=[O:21])[CH2:20][CH2:19]1. (4) Given the reactants [CH:1]12[CH2:8][CH2:8][CH:1]([CH:6]=[CH:6]1)[CH2:2][C:2]2(CO)CO.C12CC(C=C1)CC2(CO)CO.ON=C([CH:28]1[CH:33]([C:34]([OH:36])=[O:35])[CH:32]2[CH2:37][CH:29]1[CH:30]=[CH:31]2)O, predict the reaction product. The product is: [CH:32]12[CH2:37][CH:29]([CH:30]=[CH:31]1)[CH2:28][CH:33]2[C:34]([O:36][C:1]([CH3:8])([CH3:6])[CH3:2])=[O:35]. (5) Given the reactants [C:1]([N:9]([C:18]1[N:22]([C:23]2[CH:24]=[C:25]3[C:29](=[CH:30][CH:31]=2)[N:28]([CH3:32])[CH:27]=[CH:26]3)[C:21]([C:33]2[CH:38]=[C:37]([CH:39]([CH3:41])[CH3:40])[C:36]([O:42][CH2:43][C:44]3[CH:49]=[CH:48][CH:47]=[CH:46][CH:45]=3)=[CH:35][C:34]=2[O:50][CH2:51][C:52]2[CH:57]=[CH:56][CH:55]=[CH:54][CH:53]=2)=[N:20][N:19]=1)C(=O)C1C=CC=CC=1)(=[O:8])[C:2]1[CH:7]=[CH:6][CH:5]=[CH:4][CH:3]=1.C(=O)([O-])[O-].[K+].[K+], predict the reaction product. The product is: [CH2:51]([O:50][C:34]1[CH:35]=[C:36]([O:42][CH2:43][C:44]2[CH:45]=[CH:46][CH:47]=[CH:48][CH:49]=2)[C:37]([CH:39]([CH3:41])[CH3:40])=[CH:38][C:33]=1[C:21]1[N:22]([C:23]2[CH:24]=[C:25]3[C:29](=[CH:30][CH:31]=2)[N:28]([CH3:32])[CH:27]=[CH:26]3)[C:18]([NH:9][C:1](=[O:8])[C:2]2[CH:3]=[CH:4][CH:5]=[CH:6][CH:7]=2)=[N:19][N:20]=1)[C:52]1[CH:57]=[CH:56][CH:55]=[CH:54][CH:53]=1. (6) Given the reactants [CH2:1]([O:8][C:9]([N:11]1[CH2:16][CH2:15][CH:14]([C:17]([OH:19])=[O:18])[CH2:13][CH2:12]1)=[O:10])[C:2]1[CH:7]=[CH:6][CH:5]=[CH:4][CH:3]=1.C(NC(=NC(C)C)[O-])(C)C.C(NC(=NC(C)C)O[C:36]([CH3:39])([CH3:38])[CH3:37])(C)C, predict the reaction product. The product is: [N:11]1([C:9]([O:8][CH2:1][C:2]2[CH:3]=[CH:4][CH:5]=[CH:6][CH:7]=2)=[O:10])[CH2:12][CH2:13][CH:14]([C:17]([O:19][C:36]([CH3:39])([CH3:38])[CH3:37])=[O:18])[CH2:15][CH2:16]1.